From a dataset of Full USPTO retrosynthesis dataset with 1.9M reactions from patents (1976-2016). Predict the reactants needed to synthesize the given product. (1) Given the product [Br:24][C:25]1[S:29][C:28]([S:30]([NH:14][C:13]2[CH:15]=[C:9]([N:4]3[CH2:3][C@H:2]([CH3:1])[NH:7][C@H:6]([CH3:8])[CH2:5]3)[CH:10]=[CH:11][C:12]=2[O:16][CH2:17][C:18]2[CH:23]=[CH:22][CH:21]=[CH:20][CH:19]=2)(=[O:32])=[O:31])=[CH:27][CH:26]=1, predict the reactants needed to synthesize it. The reactants are: [CH3:1][C@H:2]1[NH:7][C@@H:6]([CH3:8])[CH2:5][N:4]([C:9]2[CH:10]=[CH:11][C:12]([O:16][CH2:17][C:18]3[CH:23]=[CH:22][CH:21]=[CH:20][CH:19]=3)=[C:13]([CH:15]=2)[NH2:14])[CH2:3]1.[Br:24][C:25]1[S:29][C:28]([S:30](Cl)(=[O:32])=[O:31])=[CH:27][CH:26]=1. (2) Given the product [CH2:15]([O:14][C:12](=[O:13])[CH2:11][C:8]1[CH:9]=[CH:10][C:4]2[O:3][C:2]([B:31]([OH:32])[OH:30])=[CH:6][C:5]=2[CH:7]=1)[C:16]1[CH:21]=[CH:20][CH:19]=[CH:18][CH:17]=1, predict the reactants needed to synthesize it. The reactants are: Br[C:2]1[O:3][C:4]2[CH:10]=[CH:9][C:8]([CH2:11][C:12]([O:14][CH2:15][C:16]3[CH:21]=[CH:20][CH:19]=[CH:18][CH:17]=3)=[O:13])=[CH:7][C:5]=2[CH:6]=1.C([Mg]Cl)(C)C.C([O:30][B:31](OC(C)C)[O:32]C(C)C)(C)C.[NH4+].[Cl-]. (3) Given the product [CH3:20][O:21][C:22]1[CH:29]=[C:28]([O:30][CH3:31])[CH:27]=[CH:26][C:23]=1[CH2:24][NH:25][S:13][C:14]1[CH:19]=[CH:18][N:17]=[CH:16][CH:15]=1, predict the reactants needed to synthesize it. The reactants are: ClN1C(=O)N(Cl)C(=O)N(Cl)C1=O.[SH:13][C:14]1[CH:19]=[CH:18][N:17]=[CH:16][CH:15]=1.[CH3:20][O:21][C:22]1[CH:29]=[C:28]([O:30][CH3:31])[CH:27]=[CH:26][C:23]=1[CH2:24][NH2:25].C(N(CC)CC)C. (4) The reactants are: [F:1][C:2]([C:5]1[O:9][C:8]([CH2:10][N:11]2[CH:15]=[CH:14][C:13]([NH2:16])=[N:12]2)=[CH:7][CH:6]=1)([F:4])[CH3:3].[Cl:17][C:18]1[CH:23]=[C:22]([F:24])[CH:21]=[CH:20][C:19]=1/[CH:25]=[CH:26]/[C:27](O)=[O:28]. Given the product [Cl:17][C:18]1[CH:23]=[C:22]([F:24])[CH:21]=[CH:20][C:19]=1/[CH:25]=[CH:26]/[C:27]([NH:16][C:13]1[CH:14]=[CH:15][N:11]([CH2:10][C:8]2[O:9][C:5]([C:2]([F:1])([F:4])[CH3:3])=[CH:6][CH:7]=2)[N:12]=1)=[O:28], predict the reactants needed to synthesize it. (5) Given the product [C@H:1]([NH:5][C:6]1[C:7]([C:17]([NH2:18])=[O:22])=[CH:8][C:9]([CH3:16])=[C:10]([CH:15]=1)[C:11]([O:13][CH3:14])=[O:12])([CH2:3][CH3:4])[CH3:2], predict the reactants needed to synthesize it. The reactants are: [C@H:1]([NH:5][C:6]1[C:7]([C:17]#[N:18])=[CH:8][C:9]([CH3:16])=[C:10]([CH:15]=1)[C:11]([O:13][CH3:14])=[O:12])([CH2:3][CH3:4])[CH3:2].OO.C(=O)([O-])[O-:22].[K+].[K+]. (6) Given the product [OH:1][C:2]([CH3:33])([CH2:28][CH2:29][CH2:30][CH2:31][CH3:32])[CH2:3]/[CH:4]=[CH:5]/[C@H:6]1[C@H:10]([CH3:11])[O:9][C:8](=[O:12])[N:7]1[CH2:13][CH2:14][S:15][C:16]1[S:17][CH:18]=[C:19]([C:21]([OH:23])=[O:22])[N:20]=1, predict the reactants needed to synthesize it. The reactants are: [OH:1][C:2]([CH3:33])([CH2:28][CH2:29][CH2:30][CH2:31][CH3:32])[CH2:3]/[CH:4]=[CH:5]/[C@H:6]1[C@H:10]([CH3:11])[O:9][C:8](=[O:12])[N:7]1[CH2:13][CH2:14][S:15][C:16]1[S:17][CH:18]=[C:19]([C:21]([O:23]CCCC)=[O:22])[N:20]=1.[OH-].[Na+].Cl. (7) The reactants are: [F:1][C:2]1[C:7](I)=[CH:6][C:5]([CH:9]([CH3:11])[CH3:10])=[CH:4][N:3]=1.[CH3:12][N:13](C=O)C. Given the product [F:1][C:2]1[N:3]=[CH:4][C:5]([CH:9]([CH3:11])[CH3:10])=[CH:6][C:7]=1[C:12]#[N:13], predict the reactants needed to synthesize it. (8) Given the product [O:5]1[CH2:6][CH2:7][CH2:8][CH2:9][CH:4]1[O:3][CH:1]1[CH2:18][CH:2]1[C:13]([O:15][CH2:16][CH3:17])=[O:14], predict the reactants needed to synthesize it. The reactants are: [CH:1]([O:3][CH:4]1[CH2:9][CH2:8][CH2:7][CH2:6][O:5]1)=[CH2:2].[N+](=C[C:13]([O:15][CH2:16][CH3:17])=[O:14])=[N-].[CH3:18]COCC. (9) Given the product [CH:10]1[C:11]2[CH:12]([CH2:14][O:15][C:16]([NH:18][C@@H:19]([CH2:20][CH2:21][C:64]([N:63]([CH3:66])[CH3:62])=[O:65])[C:24]([O:26][C:27]([CH3:29])([CH3:28])[CH3:30])=[O:25])=[O:17])[C:13]3[C:5](=[CH:4][CH:3]=[CH:2][CH:1]=3)[C:6]=2[CH:7]=[CH:8][CH:9]=1, predict the reactants needed to synthesize it. The reactants are: [CH:1]1[C:13]2[CH:12]([CH2:14][O:15][C:16]([NH:18][C@H:19]([C:24]([O:26][C:27]([CH3:30])([CH3:29])[CH3:28])=[O:25])[CH2:20][C:21](O)=O)=[O:17])[C:11]3[C:6](=[CH:7][CH:8]=[CH:9][CH:10]=3)[C:5]=2[CH:4]=[CH:3][CH:2]=1.F[P-](F)(F)(F)(F)F.N1(O[P+](N(C)C)(N(C)C)N(C)C)C2C=CC=CC=2N=N1.CNC.O.[CH3:62][N:63]([CH3:66])[CH:64]=[O:65].